This data is from Forward reaction prediction with 1.9M reactions from USPTO patents (1976-2016). The task is: Predict the product of the given reaction. (1) Given the reactants [F:1][C:2]1[CH:3]=[C:4]([CH:14]=[CH:15][CH:16]=1)[CH2:5][NH:6][C:7](=[O:13])[CH:8](OC)OC.S(=O)(=O)(O)O.C([O-])(O)=O.[Na+], predict the reaction product. The product is: [F:1][C:2]1[CH:3]=[C:4]2[C:14]([CH:8]=[C:7]([OH:13])[N:6]=[CH:5]2)=[CH:15][CH:16]=1. (2) The product is: [C:1]([O:5][C:6]([N:8]1[CH2:13][CH2:12][CH:11]([CH2:14][O:15][C:18](=[O:23])[C:19]([CH3:22])([CH3:21])[CH3:20])[CH2:10][CH2:9]1)=[O:7])([CH3:4])([CH3:3])[CH3:2]. Given the reactants [C:1]([O:5][C:6]([N:8]1[CH2:13][CH2:12][CH:11]([CH2:14][OH:15])[CH2:10][CH2:9]1)=[O:7])([CH3:4])([CH3:3])[CH3:2].[H-].[Na+].[C:18](Cl)(=[O:23])[C:19]([CH3:22])([CH3:21])[CH3:20].O, predict the reaction product. (3) Given the reactants Cl[C:2]1[CH:3]=[C:4]([CH:8]=[C:9]([O:11][CH3:12])[N:10]=1)[C:5]([OH:7])=[O:6].[CH2:13]([NH2:17])[CH2:14][CH:15]=[CH2:16], predict the reaction product. The product is: [CH2:13]([NH:17][C:2]1[CH:3]=[C:4]([CH:8]=[C:9]([O:11][CH3:12])[N:10]=1)[C:5]([OH:7])=[O:6])[CH2:14][CH:15]=[CH2:16].